From a dataset of Forward reaction prediction with 1.9M reactions from USPTO patents (1976-2016). Predict the product of the given reaction. (1) Given the reactants [NH2:1][CH:2]([C:5]1([C:12]([F:15])([F:14])[F:13])[CH2:10][CH2:9][CH:8]([OH:11])[CH2:7][CH2:6]1)[CH2:3][CH3:4].C1(P(C2C=CC=CC=2)C2C=CC=CC=2)C=CC=CC=1.C(N(CC)C(C)C)(C)C.[Cl:44][C:45]1[CH:54]=[C:53]2[C:48]([CH:49]=[CH:50][N:51]=[C:52]2[O:55][CH3:56])=[CH:47][C:46]=1O.N(C(OCC)=O)=NC(OCC)=O, predict the reaction product. The product is: [CH2:52]([O:55][CH3:56])[CH2:53][CH2:48][CH3:47].[CH3:4][CH2:3][CH2:2][CH2:5][CH2:6][CH2:7][CH3:8].[Cl:44][C:45]1[CH:54]=[C:53]2[C:48]([CH:49]=[CH:50][N:51]=[C:52]2[O:55][CH3:56])=[CH:47][C:46]=1[O:11][CH:8]1[CH2:9][CH2:10][C:5]([CH:2]([NH2:1])[CH2:3][CH3:4])([C:12]([F:13])([F:14])[F:15])[CH2:6][CH2:7]1. (2) Given the reactants I[CH2:2][CH2:3][CH3:4].[CH:5]1([NH:8][C:9](=[O:34])[C:10]2[CH:15]=[CH:14][C:13]([CH3:16])=[C:12]([N:17]3[C:26](=[O:27])[C:25]4[C:20](=[CH:21][CH:22]=[C:23]([N:28]5[CH2:33][CH2:32][NH:31][CH2:30][CH2:29]5)[CH:24]=4)[N:19]=[CH:18]3)[CH:11]=2)[CH2:7][CH2:6]1.C(=O)([O-])[O-].[K+].[K+].O, predict the reaction product. The product is: [CH:5]1([NH:8][C:9](=[O:34])[C:10]2[CH:15]=[CH:14][C:13]([CH3:16])=[C:12]([N:17]3[C:26](=[O:27])[C:25]4[C:20](=[CH:21][CH:22]=[C:23]([N:28]5[CH2:29][CH2:30][N:31]([CH2:2][CH2:3][CH3:4])[CH2:32][CH2:33]5)[CH:24]=4)[N:19]=[CH:18]3)[CH:11]=2)[CH2:7][CH2:6]1. (3) Given the reactants [NH:1]1[C:9]2[C:4](=[CH:5][C:6]([CH2:10][CH2:11][C:12](OC)=[O:13])=[CH:7][CH:8]=2)[CH:3]=[CH:2]1.[BH4-].[Li+], predict the reaction product. The product is: [NH:1]1[C:9]2[C:4](=[CH:5][C:6]([CH2:10][CH2:11][CH2:12][OH:13])=[CH:7][CH:8]=2)[CH:3]=[CH:2]1. (4) The product is: [CH2:1]([C:4]1[CH:5]=[C:6]2[C:10](=[CH:11][CH:12]=1)[CH2:9][CH:8]([NH:13][C:14](=[O:19])[C:15]([F:17])([F:16])[F:18])[CH2:7]2)[CH3:2]. Given the reactants [C:1]([C:4]1[CH:5]=[C:6]2[C:10](=[CH:11][CH:12]=1)[CH2:9][CH:8]([NH:13][C:14](=[O:19])[C:15]([F:18])([F:17])[F:16])[CH2:7]2)(=O)[CH3:2].[H][H], predict the reaction product.